This data is from Reaction yield outcomes from USPTO patents with 853,638 reactions. The task is: Predict the reaction yield, written as a fraction of the theoretical maximum amount of product (1.0 means a 100% yield; for example, 0.34 means a 34% yield). (1) The reactants are [CH2:1]([NH2:4])[CH2:2][CH3:3].[CH3:5][O:6][C:7]1[CH:8]=[C:9]2[C:14](=[CH:15][C:16]=1[O:17][CH3:18])[N:13]=[CH:12][N:11]=[C:10]2[O:19][C:20]1[C:21]([F:42])=[C:22]2[C:26](=[CH:27][CH:28]=1)[N:25]([C:29]([O:31]C1C=CC([N+]([O-])=O)=CC=1)=O)[C:24]([CH3:41])=[CH:23]2. The catalyst is CN(C)C=O. The product is [CH3:5][O:6][C:7]1[CH:8]=[C:9]2[C:14](=[CH:15][C:16]=1[O:17][CH3:18])[N:13]=[CH:12][N:11]=[C:10]2[O:19][C:20]1[C:21]([F:42])=[C:22]2[C:26](=[CH:27][CH:28]=1)[N:25]([C:29]([NH:4][CH2:1][CH2:2][CH3:3])=[O:31])[C:24]([CH3:41])=[CH:23]2. The yield is 0.0700. (2) The reactants are [CH3:1][O:2][C:3](=[O:29])[CH:4]([CH2:24][CH:25]=[CH:26][CH2:27]Br)[CH2:5][C:6]([CH3:23])=[CH:7][CH2:8][C:9]1[C:10]([OH:22])=[C:11]2[C:15](=[C:16]([CH3:20])[C:17]=1[O:18][CH3:19])[CH2:14][O:13][C:12]2=[O:21].[CH2:30]([O:32][P:33]([O:37]CC)[O:34][CH2:35][CH3:36])[CH3:31]. The catalyst is C1(C)C=CC=CC=1. The product is [CH3:1][O:2][C:3](=[O:29])[CH:4]([CH2:24][CH:25]=[CH:26][CH2:27][P:33]([O:34][CH2:35][CH3:36])([O:32][CH2:30][CH3:31])=[O:37])[CH2:5][C:6]([CH3:23])=[CH:7][CH2:8][C:9]1[C:10]([OH:22])=[C:11]2[C:15](=[C:16]([CH3:20])[C:17]=1[O:18][CH3:19])[CH2:14][O:13][C:12]2=[O:21]. The yield is 0.430. (3) The reactants are F[P-](F)(F)(F)(F)F.C[N+](C)=C(N(C)C)ON1C2N=CC=CC=2N=N1.[Br:25][C:26]1[CH:34]=[C:33]2[C:29]([C:30]([C:35]([OH:37])=O)=[CH:31][NH:32]2)=[CH:28][CH:27]=1.[NH2:38][C:39]1[CH:44]=[CH:43][CH:42]=[CH:41][CH:40]=1.C(N(C(C)C)C(C)C)C. The catalyst is CN(C)C=O. The product is [Br:25][C:26]1[CH:34]=[C:33]2[C:29]([C:30]([C:35]([NH:38][C:39]3[CH:44]=[CH:43][CH:42]=[CH:41][CH:40]=3)=[O:37])=[CH:31][NH:32]2)=[CH:28][CH:27]=1. The yield is 0.700. (4) The reactants are [CH3:1][N:2]1[C:6]([C:7]2[S:11][C:10]([NH2:12])=[N:9][CH:8]=2)=[CH:5][C:4]([C:13]([F:16])([F:15])[F:14])=[N:3]1.[F:17][C:18]1[CH:26]=[CH:25][CH:24]=[C:23]([F:27])[C:19]=1[C:20](Cl)=[O:21].CCN(C(C)C)C(C)C. The catalyst is C(Cl)Cl.CN(C1C=CN=CC=1)C. The product is [F:17][C:18]1[CH:26]=[CH:25][CH:24]=[C:23]([F:27])[C:19]=1[C:20]([NH:12][C:10]1[S:11][C:7]([C:6]2[N:2]([CH3:1])[N:3]=[C:4]([C:13]([F:16])([F:14])[F:15])[CH:5]=2)=[CH:8][N:9]=1)=[O:21]. The yield is 0.759. (5) The yield is 0.529. The catalyst is C(Cl)Cl. The product is [C:1]([C:3]1[C:4]([CH3:15])=[CH:5][C:6]([C:10]([O:12][CH2:13][CH3:14])=[O:11])=[N:7][C:8]=1[O:9][CH3:21])#[N:2]. The reactants are [C:1]([C:3]1[C:8](=[O:9])[NH:7][C:6]([C:10]([O:12][CH2:13][CH3:14])=[O:11])=[CH:5][C:4]=1[CH3:15])#[N:2].F[B-](F)(F)F.[CH3:21][O+](C)C.[OH-].[Na+]. (6) The reactants are P(Cl)(Cl)([Cl:3])=O.[CH:6]1([CH2:11][C:12]2[N:17]=[C:16](O)[C:15]3[CH2:19][CH2:20][CH2:21][C:14]=3[N:13]=2)[CH2:10][CH2:9][CH2:8][CH2:7]1. No catalyst specified. The product is [Cl:3][C:16]1[C:15]2[CH2:19][CH2:20][CH2:21][C:14]=2[N:13]=[C:12]([CH2:11][CH:6]2[CH2:10][CH2:9][CH2:8][CH2:7]2)[N:17]=1. The yield is 0.780. (7) The yield is 0.610. The catalyst is C1COCC1. The reactants are [F-].C([N+](CCCC)(CCCC)CCCC)CCC.[Si]([O:26][C:27]1[C:36]2[C:31](=[CH:32][CH:33]=[CH:34][CH:35]=2)[C:30]([CH2:37][CH2:38][CH2:39][CH2:40][NH:41][C:42](=[O:51])[O:43][CH2:44][C:45]2[CH:50]=[CH:49][CH:48]=[CH:47][CH:46]=2)=[CH:29][CH:28]=1)(C(C)(C)C)(C)C. The product is [OH:26][C:27]1[C:36]2[C:31](=[CH:32][CH:33]=[CH:34][CH:35]=2)[C:30]([CH2:37][CH2:38][CH2:39][CH2:40][NH:41][C:42](=[O:51])[O:43][CH2:44][C:45]2[CH:50]=[CH:49][CH:48]=[CH:47][CH:46]=2)=[CH:29][CH:28]=1.